Dataset: Drug-target binding data from BindingDB using Ki measurements. Task: Regression. Given a target protein amino acid sequence and a drug SMILES string, predict the binding affinity score between them. We predict pKi (pKi = -log10(Ki in M); higher means stronger inhibition). Dataset: bindingdb_ki. (1) The small molecule is C[C@@H](NC(=O)c1cccc(=S)n1O)C(=O)O. The target protein (Q06241) has sequence MEIGFTFLDEIVHGVRWDAKYATWDNFTGKPVDGYEVNRIVGTYELAESLLKAKELAATQGYGLLLWDGYRPKRAVNCFMQWAAQPENNLTKESYYPNIDRTEMISKGYVASKSSHSRGSAIDLTLYRLDTGELVPMGSRFDFMDERSHHAANGISCNEAQNRRRLRSIMENSGFEAYSLEWWHYVLRDEPYPNSYFDFPVK. The pKi is 5.2. (2) The drug is O=C1NCCCCCN1C1O[C@H](CO)[C@@H](O)[C@H]1O. The target protein (P32320) has sequence MAQKRPACTLKPECVQQLLVCSQEAKKSAYCPYSHFPVGAALLTQEGRIFKGCNIENACYPLGICAERTAIQKAVSEGYKDFRAIAIASDMQDDFISPCGACRQVMREFGTNWPVYMTKPDGTYIVMTVQELLPSSFGPEDLQKTQ. The pKi is 4.8.